Dataset: Catalyst prediction with 721,799 reactions and 888 catalyst types from USPTO. Task: Predict which catalyst facilitates the given reaction. (1) Reactant: [Br:1][C:2]1[C:3](OC)=[C:4]([C:17]#[N:18])[C:5](=O)[N:6]([CH:8]([CH:13]2[CH2:15][CH2:14]2)[C:9]([F:12])([F:11])[F:10])[CH:7]=1.[OH2:21].[NH2:22][NH2:23]. Product: [NH2:18][C:17]1[C:4]2[C:5](=[O:21])[N:6]([CH:8]([CH:13]3[CH2:15][CH2:14]3)[C:9]([F:12])([F:10])[F:11])[CH:7]=[C:2]([Br:1])[C:3]=2[NH:23][N:22]=1. The catalyst class is: 8. (2) Reactant: [CH2:1]([O:4][C:5]1[C:10]([C:11]#[N:12])=[C:9]([O:13][CH3:14])[N:8]=[C:7]([CH3:15])[CH:6]=1)[CH:2]=[CH2:3].[H-].[H-].[H-].[H-].[Li+].[Al+3]. Product: [CH2:1]([O:4][C:5]1[CH:6]=[C:7]([CH3:15])[N:8]=[C:9]([O:13][CH3:14])[C:10]=1[CH2:11][NH2:12])[CH:2]=[CH2:3]. The catalyst class is: 28. (3) Reactant: C(NC(C)C)(C)C.[Li+].CCC[CH2-].[N:13]1([C:24]([O:26][C:27]([CH3:30])([CH3:29])[CH3:28])=[O:25])[CH2:18][CH2:17][CH2:16][CH:15]([C:19]([O:21][CH2:22][CH3:23])=[O:20])[CH2:14]1.[I:31][CH2:32]I. Product: [I:31][CH2:32][C:15]1([C:19]([O:21][CH2:22][CH3:23])=[O:20])[CH2:16][CH2:17][CH2:18][N:13]([C:24]([O:26][C:27]([CH3:29])([CH3:28])[CH3:30])=[O:25])[CH2:14]1. The catalyst class is: 1. (4) Reactant: [Cl:1][C:2]1[CH:7]=[C:6]([Cl:8])[CH:5]=[CH:4][C:3]=1[CH2:9][CH2:10][O:11][C:12]1[CH:13]=[C:14]([CH:18]=[C:19]([O:23][CH3:24])[C:20]=1[O:21][CH3:22])[C:15]([OH:17])=O.[N:25]1[CH:30]=[CH:29][C:28]([CH2:31][N:32]2[CH2:37][CH2:36][NH:35][CH2:34][CH2:33]2)=[CH:27][CH:26]=1.[B-](F)(F)(F)F.CCOC(C(C#N)=NOC(N(C)C)=[N+](C)C)=O. Product: [Cl:1][C:2]1[CH:7]=[C:6]([Cl:8])[CH:5]=[CH:4][C:3]=1[CH2:9][CH2:10][O:11][C:12]1[CH:13]=[C:14]([C:15]([N:35]2[CH2:36][CH2:37][N:32]([CH2:31][C:28]3[CH:27]=[CH:26][N:25]=[CH:30][CH:29]=3)[CH2:33][CH2:34]2)=[O:17])[CH:18]=[C:19]([O:23][CH3:24])[C:20]=1[O:21][CH3:22]. The catalyst class is: 3. (5) Reactant: [CH3:1][N:2]1[C:6]([C:7]2[CH:8]=[C:9]([CH:32]=[C:33]([C:35]([F:38])([F:37])[F:36])[CH:34]=2)[CH2:10][O:11][CH2:12][C:13]2([C:26]3[CH:31]=[CH:30][CH:29]=[CH:28][CH:27]=3)[CH2:18][CH2:17][N:16](C(OC(C)(C)C)=O)[CH2:15][CH2:14]2)=[N:5][N:4]=[N:3]1.Cl. Product: [CH3:1][N:2]1[C:6]([C:7]2[CH:8]=[C:9]([CH:32]=[C:33]([C:35]([F:37])([F:38])[F:36])[CH:34]=2)[CH2:10][O:11][CH2:12][C:13]2([C:26]3[CH:31]=[CH:30][CH:29]=[CH:28][CH:27]=3)[CH2:14][CH2:15][NH:16][CH2:17][CH2:18]2)=[N:5][N:4]=[N:3]1. The catalyst class is: 13. (6) Reactant: Cl[C:2]1[CH:10]=[CH:9][C:8]([N+:11]([O-:13])=[O:12])=[CH:7][C:3]=1[C:4]([OH:6])=[O:5].[CH3:14][NH:15][CH3:16].Cl. Product: [CH3:14][N:15]([CH3:16])[C:2]1[CH:10]=[CH:9][C:8]([N+:11]([O-:13])=[O:12])=[CH:7][C:3]=1[C:4]([OH:6])=[O:5]. The catalyst class is: 74. (7) Reactant: Cl[CH2:2][C:3]1[N:7]=[C:6]([C:8]2[C:9]([C:14]3[CH:19]=[CH:18][CH:17]=[CH:16][CH:15]=3)=[N:10][O:11][C:12]=2[CH3:13])[O:5][N:4]=1.[C:20]([O-:23])(=[O:22])[CH3:21].[Na+].O. Product: [C:20]([O:23][CH2:2][C:3]1[N:7]=[C:6]([C:8]2[C:9]([C:14]3[CH:19]=[CH:18][CH:17]=[CH:16][CH:15]=3)=[N:10][O:11][C:12]=2[CH3:13])[O:5][N:4]=1)(=[O:22])[CH3:21]. The catalyst class is: 3. (8) Reactant: [Si:1]([O:8][C@H:9]1[C@@H:13]([O:14][Si:15]([C:18]([CH3:21])([CH3:20])[CH3:19])([CH3:17])[CH3:16])[C@H:12]([N:22]2[CH:27]=[CH:26][C:25](=[O:28])[N:24]([CH2:29][C:30]3[CH:35]=[CH:34][C:33]([O:36][CH3:37])=[CH:32][CH:31]=3)[C:23]2=[O:38])[O:11][CH:10]1[C@@H:39]([OH:70])[C@@H:40]([C:63]([O:65][C:66]([CH3:69])([CH3:68])[CH3:67])=[O:64])[NH:41][CH2:42][CH2:43][CH2:44][NH:45][C:46](=[O:62])[C@H:47]([C@@H:59]([OH:61])[CH3:60])[NH:48]C(=O)OCC1C=CC=CC=1)([C:4]([CH3:7])([CH3:6])[CH3:5])([CH3:3])[CH3:2]. Product: [NH2:48][C@@H:47]([C@@H:59]([OH:61])[CH3:60])[C:46]([NH:45][CH2:44][CH2:43][CH2:42][NH:41][C@@H:40]([C@@H:39]([CH:10]1[C@@H:9]([O:8][Si:1]([C:4]([CH3:5])([CH3:6])[CH3:7])([CH3:3])[CH3:2])[C@@H:13]([O:14][Si:15]([C:18]([CH3:19])([CH3:20])[CH3:21])([CH3:17])[CH3:16])[C@H:12]([N:22]2[CH:27]=[CH:26][C:25](=[O:28])[N:24]([CH2:29][C:30]3[CH:35]=[CH:34][C:33]([O:36][CH3:37])=[CH:32][CH:31]=3)[C:23]2=[O:38])[O:11]1)[OH:70])[C:63]([O:65][C:66]([CH3:68])([CH3:69])[CH3:67])=[O:64])=[O:62]. The catalyst class is: 19. (9) Reactant: [F:1][C:2]([F:18])([F:17])[C:3]1[CH:4]=[C:5]([CH:14]=[CH:15][CH:16]=1)[CH:6](O)[C:7]1[CH:12]=[CH:11][CH:10]=[CH:9][CH:8]=1.S(Cl)([Cl:21])=O. Product: [Cl:21][CH:6]([C:7]1[CH:12]=[CH:11][CH:10]=[CH:9][CH:8]=1)[C:5]1[CH:14]=[CH:15][CH:16]=[C:3]([C:2]([F:18])([F:17])[F:1])[CH:4]=1. The catalyst class is: 2.